Dataset: Forward reaction prediction with 1.9M reactions from USPTO patents (1976-2016). Task: Predict the product of the given reaction. (1) Given the reactants [Br:1][C:2]1[C:3]([OH:10])=[C:4]([CH:7]=[CH:8][CH:9]=1)[CH:5]=O.Cl[CH2:12][C:13]([N:15]([CH3:17])[CH3:16])=[O:14].C(=O)([O-])[O-].[K+].[K+], predict the reaction product. The product is: [Br:1][C:2]1[C:3]2[O:10][C:12]([C:13]([N:15]([CH3:17])[CH3:16])=[O:14])=[CH:5][C:4]=2[CH:7]=[CH:8][CH:9]=1. (2) Given the reactants [CH3:1][O:2][C:3]([C:5]1[C:6](Cl)=[N:7][C:8]([N:12]2[CH2:17][CH2:16][O:15][CH2:14][CH2:13]2)=[CH:9][C:10]=1[CH3:11])=[O:4].C([Sn](CCCC)(CCCC)[C:24]#[C:25][CH2:26][O:27][CH3:28])CCC, predict the reaction product. The product is: [CH3:1][O:2][C:3]([C:5]1[C:6]([C:24]#[C:25][CH2:26][O:27][CH3:28])=[N:7][C:8]([N:12]2[CH2:17][CH2:16][O:15][CH2:14][CH2:13]2)=[CH:9][C:10]=1[CH3:11])=[O:4].